Dataset: Forward reaction prediction with 1.9M reactions from USPTO patents (1976-2016). Task: Predict the product of the given reaction. (1) Given the reactants [CH3:1][C:2]1[CH:7]=[CH:6][CH:5]=[C:4]([CH3:8])[C:3]=1[C:9]([N:11]1[CH2:18][CH:17]2[CH:13]([CH2:14][NH:15][CH2:16]2)[CH2:12]1)=[O:10].O=[C:20]([CH3:37])[CH2:21][CH:22]([NH:29][C:30]([CH:32]1[CH2:36][CH2:35][CH2:34][CH2:33]1)=[O:31])[C:23]1[CH:28]=[CH:27][CH:26]=[CH:25][CH:24]=1.[BH-](OC(C)=O)(OC(C)=O)OC(C)=O.[Na+].C([O-])(O)=O.[Na+], predict the reaction product. The product is: [CH3:8][C:4]1[CH:5]=[CH:6][CH:7]=[C:2]([CH3:1])[C:3]=1[C:9]([N:11]1[CH2:18][CH:17]2[CH2:16][N:15]([CH:20]([CH3:37])[CH2:21][C@H:22]([NH:29][C:30]([CH:32]3[CH2:36][CH2:35][CH2:34][CH2:33]3)=[O:31])[C:23]3[CH:24]=[CH:25][CH:26]=[CH:27][CH:28]=3)[CH2:14][CH:13]2[CH2:12]1)=[O:10]. (2) Given the reactants [C:1]([NH:4][C@H:5]1[C:13]2[C:8](=[CH:9][CH:10]=[C:11]([O:14][C:15]3[N:16]=[C:17]4[C:23]([C:24](O)=[O:25])=[CH:22][N:21]([CH2:27][O:28][CH2:29][CH2:30][Si:31]([CH3:34])([CH3:33])[CH3:32])[C:18]4=[N:19][CH:20]=3)[CH:12]=2)[CH2:7][CH2:6]1)(=[O:3])[CH3:2].CN(C(ON1N=[N:50][C:45]2[CH:46]=[CH:47]C=N[C:44]1=2)=[N+](C)C)C.F[P-](F)(F)(F)(F)F.C(N(C(C)C)CC)(C)C, predict the reaction product. The product is: [C@@H:45]([NH:50][C:24]([C:23]1[C:17]2[C:18](=[N:19][CH:20]=[C:15]([O:14][C:11]3[CH:12]=[C:13]4[C:8](=[CH:9][CH:10]=3)[CH2:7][CH2:6][C@H:5]4[NH:4][C:1](=[O:3])[CH3:2])[N:16]=2)[N:21]([CH2:27][O:28][CH2:29][CH2:30][Si:31]([CH3:34])([CH3:33])[CH3:32])[CH:22]=1)=[O:25])([CH2:46][CH3:47])[CH3:44]. (3) Given the reactants [Cl:1][C:2]1[CH:3]=[C:4]2[C:8](=[C:9]([C:12]([OH:14])=O)[C:10]=1[F:11])[NH:7][CH:6]=[CH:5]2.CN(C(ON1N=NC2C=CC=CC1=2)=[N+](C)C)C.[B-](F)(F)(F)F.C(N(CC)C(C)C)(C)C.[C:46]([C:50]1[CH:70]=[CH:69][C:53]([CH2:54][NH:55][CH2:56][CH2:57][C:58]2[CH:63]=[CH:62][C:61]([F:64])=[C:60]([C:65]([F:68])([F:67])[F:66])[CH:59]=2)=[CH:52][CH:51]=1)([CH3:49])([CH3:48])[CH3:47], predict the reaction product. The product is: [C:46]([C:50]1[CH:70]=[CH:69][C:53]([CH2:54][N:55]([CH2:56][CH2:57][C:58]2[CH:63]=[CH:62][C:61]([F:64])=[C:60]([C:65]([F:67])([F:68])[F:66])[CH:59]=2)[C:12]([C:9]2[C:10]([F:11])=[C:2]([Cl:1])[CH:3]=[C:4]3[C:8]=2[NH:7][CH:6]=[CH:5]3)=[O:14])=[CH:52][CH:51]=1)([CH3:49])([CH3:47])[CH3:48]. (4) Given the reactants [CH:1]([C@H:4]1[C:8]([C:15]2[CH:20]=[CH:19][CH:18]=[CH:17][CH:16]=2)([C:9]2[CH:14]=[CH:13][CH:12]=[CH:11][CH:10]=2)[O:7][C:6](=[O:21])[NH:5]1)([CH3:3])[CH3:2].C([Li])CCC.[F:27][CH:28]([CH3:32])[C:29](Cl)=[O:30].[NH4+].[Cl-], predict the reaction product. The product is: [F:27][CH:28]([CH3:32])[C:29]([N:5]1[C@@H:4]([CH:1]([CH3:3])[CH3:2])[C:8]([C:15]2[CH:16]=[CH:17][CH:18]=[CH:19][CH:20]=2)([C:9]2[CH:14]=[CH:13][CH:12]=[CH:11][CH:10]=2)[O:7][C:6]1=[O:21])=[O:30]. (5) Given the reactants [C:1]([CH:4]1[CH2:9][CH2:8][O:7][CH2:6][CH2:5]1)(=[O:3])[CH3:2].[C:10](=O)([O:13]C)[O:11][CH3:12].C[O-].[Na+].Cl, predict the reaction product. The product is: [O:7]1[CH2:8][CH2:9][CH:4]([C:1](=[O:3])[CH2:2][C:10]([O:11][CH3:12])=[O:13])[CH2:5][CH2:6]1. (6) The product is: [NH2:18][C:14]1[C:13]([C:9]2[N:10]([CH2:11][CH3:12])[C:6]3[CH:5]=[C:4]([Cl:19])[N:3]=[C:2]([C:24]#[C:23][C:21]([CH3:25])([OH:20])[CH3:22])[C:7]=3[N:8]=2)=[N:17][O:16][N:15]=1. Given the reactants Cl[C:2]1[C:7]2[N:8]=[C:9]([C:13]3[C:14]([NH2:18])=[N:15][O:16][N:17]=3)[N:10]([CH2:11][CH3:12])[C:6]=2[CH:5]=[C:4]([Cl:19])[N:3]=1.[OH:20][C:21]([CH3:25])([C:23]#[CH:24])[CH3:22], predict the reaction product. (7) The product is: [CH2:28]([O:27][C:25](=[O:26])[CH2:24][CH2:23][CH2:22][CH2:21][CH2:20][NH:17][C:18]([N:14]1[CH:15]=[CH:16][C:12]([C:10](=[O:11])[NH:9][C:4]2[CH:5]=[CH:6][C:7]([F:8])=[C:2]([Cl:1])[CH:3]=2)=[N:13]1)=[O:19])[CH3:29]. Given the reactants [Cl:1][C:2]1[CH:3]=[C:4]([NH:9][C:10]([C:12]2[CH:16]=[CH:15][NH:14][N:13]=2)=[O:11])[CH:5]=[CH:6][C:7]=1[F:8].[N:17]([CH2:20][CH2:21][CH2:22][CH2:23][CH2:24][C:25]([O:27][CH2:28][CH3:29])=[O:26])=[C:18]=[O:19], predict the reaction product. (8) Given the reactants [CH3:1][C:2]1[CH:3]=[CH:4][N:5]2[C:10]=1[C:9](=[O:11])[N:8]([C:12]1[CH:17]=[CH:16][CH:15]=[CH:14][CH:13]=1)[C:7]([C@@H:18]([NH:20][C:21]1[C:22]3[C:29]([S:30][C:31]4[CH:36]=[CH:35][C:34]([NH:37][S:38]([CH3:41])(=[O:40])=[O:39])=[CH:33][CH:32]=4)=[CH:28][N:27](COCC[Si](C)(C)C)[C:23]=3[N:24]=[CH:25][N:26]=1)[CH3:19])=[N:6]2.FC(F)(F)C(O)=O.N, predict the reaction product. The product is: [CH3:1][C:2]1[CH:3]=[CH:4][N:5]2[C:10]=1[C:9](=[O:11])[N:8]([C:12]1[CH:13]=[CH:14][CH:15]=[CH:16][CH:17]=1)[C:7]([C@@H:18]([NH:20][C:21]1[C:22]3[C:29]([S:30][C:31]4[CH:32]=[CH:33][C:34]([NH:37][S:38]([CH3:41])(=[O:40])=[O:39])=[CH:35][CH:36]=4)=[CH:28][NH:27][C:23]=3[N:24]=[CH:25][N:26]=1)[CH3:19])=[N:6]2. (9) Given the reactants [NH2:1][CH2:2][CH2:3][CH2:4][N:5]1[C:17]2[C:16]3[CH:15]=[CH:14][CH:13]=[CH:12][C:11]=3[N:10]=[C:9]([NH2:18])[C:8]=2[N:7]=[C:6]1[CH3:19].[C:20](Cl)(=[O:24])[CH:21]([CH3:23])[CH3:22], predict the reaction product. The product is: [NH2:18][C:9]1[C:8]2[N:7]=[C:6]([CH3:19])[N:5]([CH2:4][CH2:3][CH2:2][NH:1][C:20](=[O:24])[CH:21]([CH3:23])[CH3:22])[C:17]=2[C:16]2[CH:15]=[CH:14][CH:13]=[CH:12][C:11]=2[N:10]=1.